Dataset: Full USPTO retrosynthesis dataset with 1.9M reactions from patents (1976-2016). Task: Predict the reactants needed to synthesize the given product. (1) Given the product [O:1]=[C:2]1[C:11]2[C:6](=[CH:7][CH:8]=[C:9]([NH:12][C:13](=[O:34])[O:14][CH2:15][C@H:16]([OH:26])[CH2:17][OH:18])[CH:10]=2)[CH:5]=[C:4]([C:35]2[CH:40]=[CH:39][CH:38]=[CH:37][C:36]=2[C:41]([F:43])([F:42])[F:44])[NH:3]1, predict the reactants needed to synthesize it. The reactants are: [O:1]=[C:2]1[C:11]2[C:6](=[CH:7][CH:8]=[C:9]([NH:12][C:13](=[O:34])[O:14][CH2:15][C@H:16]([O:26]CC3C=CC=CC=3)[CH2:17][O:18]CC3C=CC=CC=3)[CH:10]=2)[CH:5]=[C:4]([C:35]2[CH:40]=[CH:39][CH:38]=[CH:37][C:36]=2[C:41]([F:44])([F:43])[F:42])[NH:3]1.C(O)(=O)C. (2) Given the product [CH3:17][S:5][C:4]([N:6]1[CH:10]([C:11]2[CH:15]=[CH:14][S:13][CH:12]=2)[CH2:9][CH:8]=[N:7]1)=[N:3][CH2:1][CH3:2], predict the reactants needed to synthesize it. The reactants are: [CH2:1]([NH:3][C:4]([N:6]1[CH:10]([C:11]2[CH:15]=[CH:14][S:13][CH:12]=2)[CH2:9][CH:8]=[N:7]1)=[S:5])[CH3:2].I[CH3:17]. (3) Given the product [Br:15][C:9]1[CH:10]=[C:5]([CH2:4][C:3]([O:2][CH3:1])=[O:14])[CH:6]=[C:7]([CH:12]=[O:13])[C:8]=1[OH:11], predict the reactants needed to synthesize it. The reactants are: [CH3:1][O:2][C:3](=[O:14])[CH2:4][C:5]1[CH:10]=[CH:9][C:8]([OH:11])=[C:7]([CH:12]=[O:13])[CH:6]=1.[Br:15]N1C(=O)CCC1=O.